From a dataset of Catalyst prediction with 721,799 reactions and 888 catalyst types from USPTO. Predict which catalyst facilitates the given reaction. (1) Reactant: [Cl:1]N1C(=O)CCC1=O.[NH2:9][C:10]1[CH:15]=[CH:14][C:13]([CH2:16][C:17]([O:19][CH2:20][CH3:21])=[O:18])=[CH:12][CH:11]=1. Product: [NH2:9][C:10]1[CH:11]=[CH:12][C:13]([CH2:16][C:17]([O:19][CH2:20][CH3:21])=[O:18])=[CH:14][C:15]=1[Cl:1]. The catalyst class is: 22. (2) Reactant: [C:1]([N:8]1[C:12]2[CH:13]=[CH:14][CH:15]=[CH:16][C:11]=2[N:10]=[C:9]1[CH3:17])([O:3][C:4]([CH3:7])([CH3:6])[CH3:5])=[O:2].[Br:18]N1C(=O)CCC1=O. Product: [C:1]([N:8]1[C:12]2[CH:13]=[CH:14][CH:15]=[CH:16][C:11]=2[N:10]=[C:9]1[CH2:17][Br:18])([O:3][C:4]([CH3:7])([CH3:6])[CH3:5])=[O:2]. The catalyst class is: 855. (3) Reactant: [CH2:1]([O:3][C:4]1[CH:13]=[C:12]([CH:14]=O)[CH:11]=[C:10]([OH:16])[C:5]=1[C:6]([O:8]C)=[O:7])[CH3:2].[C:17]1([C:23](=O)[CH2:24][C:25]2[CH:30]=[CH:29][CH:28]=[CH:27][CH:26]=2)[CH:22]=[CH:21][CH:20]=[CH:19][CH:18]=1.[NH2:32][C:33]([NH2:35])=[O:34].Cl. Product: [CH2:1]([O:3][C:4]1[CH:13]=[C:12]([CH:14]2[C:24]([C:25]3[CH:30]=[CH:29][CH:28]=[CH:27][CH:26]=3)=[C:23]([C:17]3[CH:22]=[CH:21][CH:20]=[CH:19][CH:18]=3)[NH:35][C:33](=[O:34])[NH:32]2)[CH:11]=[C:10]([OH:16])[C:5]=1[C:6]([OH:8])=[O:7])[CH3:2]. The catalyst class is: 14. (4) Reactant: [C:1]([C:5]1[CH:10]=[CH:9][C:8]([S:11]([NH:14][C:15]2[CH:16]=[C:17]3[C:21](=[CH:22][CH:23]=2)[NH:20][C:19]([C:24](O)=[O:25])=[C:18]3[C:27]2[CH:32]=[CH:31][CH:30]=[CH:29][CH:28]=2)(=[O:13])=[O:12])=[CH:7][CH:6]=1)([CH3:4])([CH3:3])[CH3:2].[CH3:33][O:34][CH2:35][CH2:36][NH2:37]. Product: [CH3:33][O:34][CH2:35][CH2:36][NH:37][C:24]([C:19]1[NH:20][C:21]2[C:17]([C:18]=1[C:27]1[CH:32]=[CH:31][CH:30]=[CH:29][CH:28]=1)=[CH:16][C:15]([NH:14][S:11]([C:8]1[CH:9]=[CH:10][C:5]([C:1]([CH3:2])([CH3:4])[CH3:3])=[CH:6][CH:7]=1)(=[O:12])=[O:13])=[CH:23][CH:22]=2)=[O:25]. The catalyst class is: 98.